Predict which catalyst facilitates the given reaction. From a dataset of Catalyst prediction with 721,799 reactions and 888 catalyst types from USPTO. (1) Reactant: [CH3:1][N:2]1[C:6]([CH3:7])=[CH:5][C:4]([C:8]2[C:13]([OH:14])=[CH:12][CH:11]=[C:10]([CH3:15])[N:9]=2)=[N:3]1.Cl[C:17]1[C:26]2[C:21](=[CH:22][C:23]([O:29][CH3:30])=[C:24]([O:27][CH3:28])[CH:25]=2)[N:20]=[CH:19][CH:18]=1. Product: [CH3:1][N:2]1[C:6]([CH3:7])=[CH:5][C:4]([C:8]2[C:13]([O:14][C:17]3[C:26]4[C:21](=[CH:22][C:23]([O:29][CH3:30])=[C:24]([O:27][CH3:28])[CH:25]=4)[N:20]=[CH:19][CH:18]=3)=[CH:12][CH:11]=[C:10]([CH3:15])[N:9]=2)=[N:3]1. The catalyst class is: 420. (2) Reactant: [C:1]([O:5][C:6]([NH:8][CH2:9][C@H:10]1[CH2:15][CH2:14][C@H:13]([C:16]([NH:18][C@H:19]([C:37](=[O:50])[NH:38][C:39]2[CH:44]=[CH:43][C:42]([C:45]3[N:46]=[N:47][NH:48][N:49]=3)=[CH:41][CH:40]=2)[CH2:20][C:21]2[CH:26]=[CH:25][C:24]([C:27]3[CH:32]=[CH:31][C:30]([C:33]([OH:35])=O)=[CH:29][C:28]=3[CH3:36])=[CH:23][CH:22]=2)=[O:17])[CH2:12][CH2:11]1)=[O:7])([CH3:4])([CH3:3])[CH3:2].[C:51]([O:55][CH:56](N)[CH3:57])([CH3:54])([CH3:53])[CH3:52].F[P-](F)(F)(F)(F)F.C[N:67](C(ON1C2=NC=CC=C2N=N1)=[N+](C)C)C.C(N(CC)C(C)C)(C)C. Product: [C:51]([O:55][CH2:56][CH2:57][NH:67][C:33]([C:30]1[CH:31]=[CH:32][C:27]([C:24]2[CH:25]=[CH:26][C:21]([CH2:20][C@H:19]([NH:18][C:16]([C@H:13]3[CH2:14][CH2:15][C@H:10]([CH2:9][NH:8][C:6](=[O:7])[O:5][C:1]([CH3:3])([CH3:4])[CH3:2])[CH2:11][CH2:12]3)=[O:17])[C:37](=[O:50])[NH:38][C:39]3[CH:44]=[CH:43][C:42]([C:45]4[N:49]=[N:48][NH:47][N:46]=4)=[CH:41][CH:40]=3)=[CH:22][CH:23]=2)=[C:28]([CH3:36])[CH:29]=1)=[O:35])([CH3:54])([CH3:53])[CH3:52]. The catalyst class is: 7.